From a dataset of Reaction yield outcomes from USPTO patents with 853,638 reactions. Predict the reaction yield, written as a fraction of the theoretical maximum amount of product (1.0 means a 100% yield; for example, 0.34 means a 34% yield). (1) The reactants are [OH-].[Na+].C[O:4][C:5](=[O:51])[C:6]1[CH:11]=[C:10]([CH2:12][N:13]2[CH2:19][CH2:18][CH2:17][C@H:16]([N:20]([CH2:27][C:28]3[CH:33]=[C:32]([C:34]([F:37])([F:36])[F:35])[CH:31]=[C:30]([C:38]([F:41])([F:40])[F:39])[CH:29]=3)[C:21]3[N:22]=[N:23][N:24]([CH3:26])[N:25]=3)[C:15]3[CH:42]=[C:43]([CH3:50])[C:44]([C:46]([F:49])([F:48])[F:47])=[CH:45][C:14]2=3)[CH:9]=[N:8][CH:7]=1.[ClH:52]. The catalyst is CO. The product is [ClH:52].[F:41][C:38]([F:39])([F:40])[C:30]1[CH:29]=[C:28]([CH:33]=[C:32]([C:34]([F:35])([F:36])[F:37])[CH:31]=1)[CH2:27][N:20]([C:21]1[N:22]=[N:23][N:24]([CH3:26])[N:25]=1)[C@H:16]1[CH2:17][CH2:18][CH2:19][N:13]([CH2:12][C:10]2[CH:9]=[N:8][CH:7]=[C:6]([CH:11]=2)[C:5]([OH:51])=[O:4])[C:14]2[CH:45]=[C:44]([C:46]([F:47])([F:48])[F:49])[C:43]([CH3:50])=[CH:42][C:15]1=2. The yield is 0.780. (2) The reactants are [C:1]([N:4]1[C@@H:10]([CH3:11])[C@H:9]([NH:12][C:13](=[O:25])[C@@H:14]([N:16](C)[C:17](=O)OC(C)(C)C)[CH3:15])[C:8](=[O:26])[N:7]([CH2:27][C:28]2[C:37]3[C:32](=[CH:33][CH:34]=[CH:35][CH:36]=3)[CH:31]=[CH:30][C:29]=2[CH3:38])[C:6]2[CH:39]=[CH:40][C:41]([C:43]#[N:44])=[CH:42][C:5]1=2)(=[O:3])[CH3:2].[ClH:45]. The catalyst is O1CCOCC1.CCOCC. The product is [ClH:45].[C:1]([N:4]1[C@@H:10]([CH3:11])[C@H:9]([NH:12][C:13](=[O:25])[C@@H:14]([NH:16][CH3:17])[CH3:15])[C:8](=[O:26])[N:7]([CH2:27][C:28]2[C:37]3[C:32](=[CH:33][CH:34]=[CH:35][CH:36]=3)[CH:31]=[CH:30][C:29]=2[CH3:38])[C:6]2[CH:39]=[CH:40][C:41]([C:43]#[N:44])=[CH:42][C:5]1=2)(=[O:3])[CH3:2]. The yield is 0.880. (3) The reactants are [OH:1][CH2:2][CH:3]([C:13]1[C:18]([CH3:19])=[CH:17][C:16]([CH3:20])=[CH:15][C:14]=1O)[C:4]1[CH:9]=[CH:8][C:7]([CH:10]([CH3:12])[CH3:11])=[CH:6][CH:5]=1. The catalyst is CO. The product is [CH:10]([C:7]1[CH:6]=[CH:5][C:4]([CH:3]2[C:13]3[C:18]([CH3:19])=[CH:17][C:16]([CH3:20])=[CH:15][C:14]=3[O:1][CH2:2]2)=[CH:9][CH:8]=1)([CH3:12])[CH3:11]. The yield is 0.850.